Dataset: Reaction yield outcomes from USPTO patents with 853,638 reactions. Task: Predict the reaction yield, written as a fraction of the theoretical maximum amount of product (1.0 means a 100% yield; for example, 0.34 means a 34% yield). The reactants are [Cl:1][C:2]1[C:3]([O:12][C:13]2[CH:18]=[C:17]([O:19][CH:20]([CH3:22])[CH3:21])[CH:16]=[CH:15][C:14]=2/[CH:23]=[C:24](\[CH3:28])/[C:25]([OH:27])=O)=[N:4][CH:5]=[C:6]([C:8]([F:11])([F:10])[F:9])[CH:7]=1.[CH3:29][C:30]1[N:31]=[CH:32][C:33]([CH2:36][NH:37][S:38]([NH2:41])(=[O:40])=[O:39])=[N:34][CH:35]=1.Cl.C(N=C=NCCCN(C)C)C.CN(C)C=O. The catalyst is CN(C)C1C=CN=CC=1.O. The product is [Cl:1][C:2]1[C:3]([O:12][C:13]2[CH:18]=[C:17]([O:19][CH:20]([CH3:22])[CH3:21])[CH:16]=[CH:15][C:14]=2/[CH:23]=[C:24](\[CH3:28])/[C:25]([NH:41][S:38]([NH:37][CH2:36][C:33]2[CH:32]=[N:31][C:30]([CH3:29])=[CH:35][N:34]=2)(=[O:39])=[O:40])=[O:27])=[N:4][CH:5]=[C:6]([C:8]([F:9])([F:11])[F:10])[CH:7]=1. The yield is 0.0700.